Dataset: Forward reaction prediction with 1.9M reactions from USPTO patents (1976-2016). Task: Predict the product of the given reaction. Given the reactants [CH2:1]([C:4]1[O:5][C:6]2[C:12]([CH:13]=[O:14])=[CH:11][C:10]([O:15][C:16]([F:19])([F:18])[F:17])=[CH:9][C:7]=2[CH:8]=1)[CH2:2][CH3:3].[BH4-].[Na+], predict the reaction product. The product is: [CH2:1]([C:4]1[O:5][C:6]2[C:12]([CH2:13][OH:14])=[CH:11][C:10]([O:15][C:16]([F:19])([F:17])[F:18])=[CH:9][C:7]=2[CH:8]=1)[CH2:2][CH3:3].